Dataset: hERG Central: cardiac toxicity at 1µM, 10µM, and general inhibition. Task: Predict hERG channel inhibition at various concentrations. (1) The molecule is Cc1ccc(C(=O)N/C(=C\c2ccc(F)cc2)C(=O)NCCCn2ccnc2)cc1. Results: hERG_inhib (hERG inhibition (general)): blocker. (2) The drug is COc1ccc(CN2CCN(Cc3csc(C(C)=O)c3)CC2CCO)c(C)c1C. Results: hERG_inhib (hERG inhibition (general)): blocker.